This data is from Forward reaction prediction with 1.9M reactions from USPTO patents (1976-2016). The task is: Predict the product of the given reaction. (1) Given the reactants [C:1]([O:9][CH3:10])(=[O:8])[C:2]1[CH:7]=[CH:6]C=[CH:4][CH:3]=1.[CH3:11]CCCCCC.CCOCC.C[C:24]([O:27]C)([CH3:26])[CH3:25].N, predict the reaction product. The product is: [OH:27][CH:24]1[CH2:25][CH2:4][CH2:3][C:2]([CH3:11])([C:1]([O:9][CH3:10])=[O:8])[CH2:7][CH:6]=[CH:26]1. (2) Given the reactants [Cl:1][C:2]1[CH:7]=[C:6](I)[C:5]([C:9]([F:12])([F:11])[F:10])=[CH:4][N:3]=1.[N:13]1[CH:18]=[CH:17][CH:16]=[N:15][C:14]=1[C:19]1[S:23][CH:22]=[N:21][C:20]=1[NH2:24].CC1(C)C2C(=C(P(C3C=CC=CC=3)C3C=CC=CC=3)C=CC=2)OC2C(P(C3C=CC=CC=3)C3C=CC=CC=3)=CC=CC1=2.C(=O)([O-])[O-].[Cs+].[Cs+], predict the reaction product. The product is: [Cl:1][C:2]1[CH:7]=[C:6]([NH:24][C:20]2[N:21]=[CH:22][S:23][C:19]=2[C:14]2[N:15]=[CH:16][CH:17]=[CH:18][N:13]=2)[C:5]([C:9]([F:12])([F:11])[F:10])=[CH:4][N:3]=1. (3) Given the reactants C(O[C:6](=O)[N:7]([CH:9]1[CH:13]([C:14]2[CH:19]=[CH:18][C:17]([Cl:20])=[C:16]([Cl:21])[CH:15]=2)[CH2:12][N:11]([C:22](=[O:31])[C:23]2[CH:28]=[CH:27][C:26]([C:29]#[N:30])=[CH:25][CH:24]=2)[CH2:10]1)C)(C)(C)C.C(O)(C(F)(F)F)=O.C([O-])(O)=O.[Na+], predict the reaction product. The product is: [Cl:21][C:16]1[CH:15]=[C:14]([CH:13]2[CH:9]([NH:7][CH3:6])[CH2:10][N:11]([C:22]([C:23]3[CH:24]=[CH:25][C:26]([C:29]#[N:30])=[CH:27][CH:28]=3)=[O:31])[CH2:12]2)[CH:19]=[CH:18][C:17]=1[Cl:20]. (4) Given the reactants C([O:4][CH2:5][C@@H:6]1[C@@H:10]([F:11])[C@@H:9]([F:12])[CH2:8][N:7]1[C:13]([O:15][CH2:16][C:17]1[CH:22]=[CH:21][CH:20]=[CH:19][CH:18]=1)=[O:14])(=O)C.[OH-].[Na+].CCOC(C)=O, predict the reaction product. The product is: [F:11][C@H:10]1[C@@H:9]([F:12])[CH2:8][N:7]([C:13]([O:15][CH2:16][C:17]2[CH:18]=[CH:19][CH:20]=[CH:21][CH:22]=2)=[O:14])[C@@H:6]1[CH2:5][OH:4]. (5) Given the reactants [H-].[Al+3].[Li+].[H-].[H-].[H-].[Br:7][C:8]1[CH:23]=[CH:22][C:11]([CH2:12][NH:13][C:14]([CH:16]2[CH2:19][CH:18]([O:20][CH3:21])[CH2:17]2)=O)=[CH:10][CH:9]=1, predict the reaction product. The product is: [Br:7][C:8]1[CH:23]=[CH:22][C:11]([CH2:12][NH:13][CH2:14][CH:16]2[CH2:17][CH:18]([O:20][CH3:21])[CH2:19]2)=[CH:10][CH:9]=1. (6) The product is: [CH3:1][C:2]1[NH:3][C:4]2[C:9]([C:10]=1[CH2:11][NH:14][CH3:13])=[CH:8][CH:7]=[CH:6][CH:5]=2. Given the reactants [CH3:1][C:2]1[NH:3][C:4]2[C:9]([C:10]=1[CH:11]=O)=[CH:8][CH:7]=[CH:6][CH:5]=2.[CH3:13][NH2:14].[BH4-].[Na+], predict the reaction product. (7) Given the reactants S(Cl)(Cl)=O.[N:5]1([C:10]2[CH:34]=[CH:33][C:13]([CH2:14][N:15]3[CH:23]=[C:22]4[C:17]([N:18]=[C:19]([NH:26][C@@H:27]5[CH2:31][CH2:30][CH2:29][C@H:28]5O)[N:20]([CH3:25])[C:21]4=[O:24])=[N:16]3)=[CH:12][CH:11]=2)[CH:9]=[CH:8][CH:7]=[N:6]1, predict the reaction product. The product is: [CH3:25][N:20]1[C:21](=[O:24])[C:22]2=[CH:23][N:15]([CH2:14][C:13]3[CH:12]=[CH:11][C:10]([N:5]4[CH:9]=[CH:8][CH:7]=[N:6]4)=[CH:34][CH:33]=3)[N:16]=[C:17]2[N:18]2[C@H:31]3[CH2:30][CH2:29][CH2:28][C@H:27]3[N:26]=[C:19]12. (8) Given the reactants [F:1][C:2]1[CH:3]=[C:4]([CH:8]([C:19]2[CH:24]=[CH:23][CH:22]=[C:21]([F:25])[CH:20]=2)[C:9]2[S:13][C:12]([C:14]([O:16]CC)=[O:15])=[CH:11][CH:10]=2)[CH:5]=[CH:6][CH:7]=1.[OH-].[Na+], predict the reaction product. The product is: [F:1][C:2]1[CH:3]=[C:4]([CH:8]([C:19]2[CH:24]=[CH:23][CH:22]=[C:21]([F:25])[CH:20]=2)[C:9]2[S:13][C:12]([C:14]([OH:16])=[O:15])=[CH:11][CH:10]=2)[CH:5]=[CH:6][CH:7]=1.